From a dataset of CYP2C19 inhibition data for predicting drug metabolism from PubChem BioAssay. Regression/Classification. Given a drug SMILES string, predict its absorption, distribution, metabolism, or excretion properties. Task type varies by dataset: regression for continuous measurements (e.g., permeability, clearance, half-life) or binary classification for categorical outcomes (e.g., BBB penetration, CYP inhibition). Dataset: cyp2c19_veith. The drug is COc1ccc(C(=O)N/N=C2/SCC(=O)N2Cc2ccc3c(c2)OCO3)cc1OC. The result is 1 (inhibitor).